Task: Predict which catalyst facilitates the given reaction.. Dataset: Catalyst prediction with 721,799 reactions and 888 catalyst types from USPTO Reactant: C(OC([NH:8][C@H:9]([C:15]([N:17]([CH3:30])[C@@H:18]([CH:27]([CH3:29])[CH3:28])/[CH:19]=[C:20](\[CH3:26])/[C:21]([O:23][CH2:24][CH3:25])=[O:22])=[O:16])[C:10]([CH3:14])([CH2:12][CH3:13])[CH3:11])=O)(C)(C)C.Cl.O1CCOCC1. Product: [CH3:26]/[C:20](=[CH:19]\[C@@H:18]([N:17]([CH3:30])[C:15](=[O:16])[C@H:9]([C:10]([CH3:14])([CH2:12][CH3:13])[CH3:11])[NH2:8])[CH:27]([CH3:28])[CH3:29])/[C:21]([O:23][CH2:24][CH3:25])=[O:22]. The catalyst class is: 4.